This data is from Full USPTO retrosynthesis dataset with 1.9M reactions from patents (1976-2016). The task is: Predict the reactants needed to synthesize the given product. (1) Given the product [CH2:1]([C:3]1[CH:8]=[CH:7][N:6]=[CH:5][C:4]=1[C:9]1[NH:10][CH:11]=[C:12]([C:14]2[CH:19]=[CH:18][C:17]([F:20])=[CH:16][CH:15]=2)[N:13]=1)[CH3:2], predict the reactants needed to synthesize it. The reactants are: [CH2:1]([C:3]1[CH:8]=[CH:7][N:6]=[CH:5][C:4]=1[C:9]1[NH:10][CH:11]=[C:12]([C:14]2[CH:19]=[CH:18][C:17]([F:20])=[CH:16][CH:15]=2)[N:13]=1)[CH3:2].CC1C(C(O)=O)=CN=CC=1.[OH-].[Na+]. (2) Given the product [CH:7]1([N:10]2[C:14]([S:15]([CH3:16])(=[O:24])=[O:28])=[N:13][N:12]=[C:11]2[C:17]2[CH:22]=[CH:21][N:20]=[CH:19][CH:18]=2)[CH2:9][CH2:8]1, predict the reactants needed to synthesize it. The reactants are: [Mn]([O-])(=O)(=O)=O.[K+].[CH:7]1([N:10]2[C:14]([S:15][CH3:16])=[N:13][N:12]=[C:11]2[C:17]2[CH:22]=[CH:21][N:20]=[CH:19][CH:18]=2)[CH2:9][CH2:8]1.S([O-])(O)=[O:24].[Na+].[OH2:28]. (3) The reactants are: B1C2CCCC1CCC2.[C:10]([O:14][C:15](=[O:36])[NH:16][C@H:17]([CH2:24][N:25]1[C:33](=[O:34])[C:32]2[C:27](=[CH:28][CH:29]=[CH:30][CH:31]=2)[C:26]1=[O:35])[CH2:18][C:19]([CH3:23])([CH3:22])[CH:20]=[CH2:21])([CH3:13])([CH3:12])[CH3:11].[O-]P([O-])([O-])=O.[K+].[K+].[K+].I[C:46]1[CH:60]=[CH:59][C:49]([O:50][CH2:51][C@@H:52]2[CH2:56][O:55][C:54]([CH3:58])([CH3:57])[O:53]2)=[CH:48][CH:47]=1.C(Cl)Cl. Given the product [CH3:51][CH2:52][O:53][C:54]([CH3:57])=[O:55].[CH3:24][CH2:17][CH2:18][CH:19]([CH3:22])[CH3:20].[C:10]([O:14][C:15](=[O:36])[NH:16][C@H:17]([CH2:24][N:25]1[C:26](=[O:35])[C:27]2[C:32](=[CH:31][CH:30]=[CH:29][CH:28]=2)[C:33]1=[O:34])[CH2:18][C:19]([CH3:22])([CH3:23])[CH2:20][CH2:21][C:46]1[CH:60]=[CH:59][C:49]([O:50][CH2:51][C@@H:52]2[CH2:56][O:55][C:54]([CH3:58])([CH3:57])[O:53]2)=[CH:48][CH:47]=1)([CH3:11])([CH3:12])[CH3:13], predict the reactants needed to synthesize it. (4) Given the product [NH2:25][C:20]1[N:21]=[C:22]([NH2:24])[N:23]=[C:18]([CH:17]=[CH:9][C:1]2[CH:2]=[CH:3][C:4]([CH:7]=[O:8])=[CH:5][CH:6]=2)[N:19]=1, predict the reactants needed to synthesize it. The reactants are: [C:1]1([CH:9]=O)[CH:6]=[CH:5][C:4]([CH:7]=[O:8])=[CH:3][CH:2]=1.S(=O)(=O)(O)O.O.[CH3:17][C:18]1[N:23]=[C:22]([NH2:24])[N:21]=[C:20]([NH2:25])[N:19]=1. (5) Given the product [Si:35]([O:1][CH:2]([CH2:5][C@H:6]1[CH2:17][CH2:16][C:15]2[S:14][C:13]3[N:12]=[CH:11][N:10]=[C:9]([O:18][CH:19]4[CH2:20][CH2:21][CH:22]([N:25]5[CH2:30][CH2:29][O:28][CH2:27][CH2:26]5)[CH2:23][CH2:24]4)[C:8]=3[C:7]1=2)[C:3]#[N:4])([C:32]([CH3:34])([CH3:33])[CH3:31])([CH3:37])[CH3:36], predict the reactants needed to synthesize it. The reactants are: [OH:1][CH:2]([CH2:5][C@H:6]1[CH2:17][CH2:16][C:15]2[S:14][C:13]3[N:12]=[CH:11][N:10]=[C:9]([O:18][CH:19]4[CH2:24][CH2:23][CH:22]([N:25]5[CH2:30][CH2:29][O:28][CH2:27][CH2:26]5)[CH2:21][CH2:20]4)[C:8]=3[C:7]1=2)[C:3]#[N:4].[CH3:31][C:32]([Si:35](Cl)([CH3:37])[CH3:36])([CH3:34])[CH3:33].N1C=CN=C1. (6) The reactants are: [C:1]1([C:7]2[O:8][C:9]([C:15]([F:18])([F:17])[F:16])=[C:10]([C:12]([OH:14])=O)[N:11]=2)[CH:6]=[CH:5][CH:4]=[CH:3][CH:2]=1.[CH3:19][O:20][CH2:21][CH2:22][N:23]([CH3:31])[C:24]1[CH:29]=[CH:28][C:27]([NH2:30])=[CH:26][N:25]=1. Given the product [CH3:19][O:20][CH2:21][CH2:22][N:23]([CH3:31])[C:24]1[N:25]=[CH:26][C:27]([NH:30][C:12]([C:10]2[N:11]=[C:7]([C:1]3[CH:2]=[CH:3][CH:4]=[CH:5][CH:6]=3)[O:8][C:9]=2[C:15]([F:18])([F:17])[F:16])=[O:14])=[CH:28][CH:29]=1, predict the reactants needed to synthesize it. (7) Given the product [ClH:40].[F:1][C:2]1[CH:29]=[CH:28][C:5]([CH2:6][N:7]([CH:22]2[CH2:27][CH2:26][N:25]([CH2:37][CH2:38][CH2:39][N:30]3[CH2:34][CH2:33][CH2:32][C:31]3=[O:35])[CH2:24][CH2:23]2)[C:8](=[O:21])[CH2:9][C:10]2[CH:11]=[CH:12][C:13]([O:16][CH2:17][CH:18]([CH3:20])[CH3:19])=[CH:14][CH:15]=2)=[CH:4][CH:3]=1, predict the reactants needed to synthesize it. The reactants are: [F:1][C:2]1[CH:29]=[CH:28][C:5]([CH2:6][N:7]([CH:22]2[CH2:27][CH2:26][NH:25][CH2:24][CH2:23]2)[C:8](=[O:21])[CH2:9][C:10]2[CH:15]=[CH:14][C:13]([O:16][CH2:17][CH:18]([CH3:20])[CH3:19])=[CH:12][CH:11]=2)=[CH:4][CH:3]=1.[NH:30]1[CH2:34][CH2:33][CH2:32][C:31]1=[O:35].Br[CH2:37][CH2:38][CH2:39][Cl:40]. (8) Given the product [CH2:34]([S:9]([C:7]1[CH:8]=[C:3]([C:1]#[N:2])[CH:4]=[CH:5][C:6]=1[C@@H:12]1[C:17]([C:18]#[N:19])=[C:16]([CH3:20])[N:15]([C:21]2[CH:26]=[CH:25][CH:24]=[C:23]([C:27]([F:29])([F:30])[F:28])[CH:22]=2)[C:14](=[O:31])[N:13]1[CH3:32])(=[O:11])=[O:10])[C:35]1[CH:40]=[CH:39][CH:38]=[CH:37][CH:36]=1, predict the reactants needed to synthesize it. The reactants are: [C:1]([C:3]1[CH:4]=[CH:5][C:6]([C@@H:12]2[C:17]([C:18]#[N:19])=[C:16]([CH3:20])[N:15]([C:21]3[CH:26]=[CH:25][CH:24]=[C:23]([C:27]([F:30])([F:29])[F:28])[CH:22]=3)[C:14](=[O:31])[N:13]2[CH3:32])=[C:7]([S:9]([O-:11])=[O:10])[CH:8]=1)#[N:2].[Na+].[CH2:34](Br)[C:35]1[CH:40]=[CH:39][CH:38]=[CH:37][CH:36]=1.[I-].[K+]. (9) Given the product [Cl:1][C:2]1[CH:3]=[N:4][C:5]2[N:6]([N:8]=[C:9]([C:11]([N:16]3[CH2:17][CH2:18][C:19]4[O:23][CH:22]=[CH:21][C:20]=4[N:15]3[CH3:14])=[O:13])[CH:10]=2)[CH:7]=1, predict the reactants needed to synthesize it. The reactants are: [Cl:1][C:2]1[CH:3]=[N:4][C:5]2[N:6]([N:8]=[C:9]([C:11]([OH:13])=O)[CH:10]=2)[CH:7]=1.[CH3:14][N:15]1[C:20]2[CH:21]=[CH:22][O:23][C:19]=2[CH2:18][CH2:17][NH:16]1. (10) The reactants are: CO[C:3]([C:5]1[C:6]([OH:31])=[C:7]2[C:12](=[CH:13][N:14]=1)[N:11]([CH2:15][C:16]1[CH:21]=[CH:20][CH:19]=[CH:18][CH:17]=1)[C:10](=[O:22])[C:9]([C:23]1[CH:28]=[CH:27][CH:26]=[C:25]([O:29][CH3:30])[CH:24]=1)=[CH:8]2)=[O:4].[NH2:32][CH2:33][CH2:34][C:35]([OH:37])=[O:36].C[O-].[Na+]. Given the product [CH2:15]([N:11]1[C:12]2[C:7](=[C:6]([OH:31])[C:5]([C:3]([NH:32][CH2:33][CH2:34][C:35]([OH:37])=[O:36])=[O:4])=[N:14][CH:13]=2)[CH:8]=[C:9]([C:23]2[CH:28]=[CH:27][CH:26]=[C:25]([O:29][CH3:30])[CH:24]=2)[C:10]1=[O:22])[C:16]1[CH:21]=[CH:20][CH:19]=[CH:18][CH:17]=1, predict the reactants needed to synthesize it.